This data is from Full USPTO retrosynthesis dataset with 1.9M reactions from patents (1976-2016). The task is: Predict the reactants needed to synthesize the given product. (1) Given the product [C:19]([C:15]1[CH:14]=[C:13]([C:11]2[CH:10]=[CH:9][C:4]3[NH:5][C:6](=[O:8])[O:7][C:2]([CH3:25])([CH3:1])[C:3]=3[CH:12]=2)[CH:18]=[CH:17][CH:16]=1)#[CH:20], predict the reactants needed to synthesize it. The reactants are: [CH3:1][C:2]1([CH3:25])[O:7][C:6](=[O:8])[NH:5][C:4]2[CH:9]=[CH:10][C:11]([C:13]3[CH:18]=[CH:17][CH:16]=[C:15]([C:19]#[C:20][Si](C)(C)C)[CH:14]=3)=[CH:12][C:3]1=2.C(=O)([O-])[O-].[K+].[K+]. (2) The reactants are: Br[CH2:2][CH:3]=[C:4]([CH3:6])[CH3:5].[CH3:7][N:8]1[C:16]2[N:15]=[C:14]([Cl:17])[NH:13][C:12]=2[C:11](=[O:18])[NH:10][C:9]1=[O:19].CCN(C(C)C)C(C)C.O. Given the product [CH3:7][N:8]1[C:16]2[N:15]=[C:14]([Cl:17])[N:13]([CH2:2][CH:3]=[C:4]([CH3:6])[CH3:5])[C:12]=2[C:11](=[O:18])[NH:10][C:9]1=[O:19], predict the reactants needed to synthesize it. (3) Given the product [CH3:35][N:34]([CH3:36])[C:32]([C:7]1[N:6]([CH:1]2[CH2:2][CH2:3][CH2:4][CH2:5]2)[C:10]2[N:11]=[C:12]([NH:15][C:16]3[CH:21]=[CH:20][C:19]([N:22]4[C:29](=[O:30])[CH2:28][C@@H:27]5[N:31]([CH:38]([CH3:40])[CH3:37])[C@@H:24]([CH2:25][CH2:26]5)[CH2:23]4)=[CH:18][N:17]=3)[N:13]=[CH:14][C:9]=2[CH:8]=1)=[O:33], predict the reactants needed to synthesize it. The reactants are: [CH:1]1([N:6]2[C:10]3[N:11]=[C:12]([NH:15][C:16]4[CH:21]=[CH:20][C:19]([N:22]5[C:29](=[O:30])[CH2:28][C@@H:27]6[NH:31][C@@H:24]([CH2:25][CH2:26]6)[CH2:23]5)=[CH:18][N:17]=4)[N:13]=[CH:14][C:9]=3[CH:8]=[C:7]2[C:32]([N:34]([CH3:36])[CH3:35])=[O:33])[CH2:5][CH2:4][CH2:3][CH2:2]1.[CH3:37][C:38]([CH3:40])=O. (4) Given the product [Br:1][C:2]1[CH:3]=[C:4]2[C:9](=[CH:10][CH:11]=1)[N:8]1[C:12]([C:15]3[CH:20]=[CH:19][CH:18]=[CH:17][CH:16]=3)=[N:13][N:14]=[C:7]1[C:6](=[O:21])[NH:5]2, predict the reactants needed to synthesize it. The reactants are: [Br:1][C:2]1[CH:3]=[C:4]2[C:9](=[CH:10][CH:11]=1)[N:8]1[C:12]([C:15]3[CH:20]=[CH:19][CH:18]=[CH:17][CH:16]=3)=[N:13][N:14]=[C:7]1[CH:6]=[N:5]2.[OH:21]O.O. (5) Given the product [CH2:31]([O:30][C:9]1[CH:8]=[CH:7][C:6]([S:3]([CH2:1][CH3:2])(=[O:4])=[O:5])=[CH:11][C:10]=1[C:12]1[C:21]2[C:16](=[CH:17][CH:18]=[C:19]([C:22]3[CH:23]=[N:24][N:25]([CH3:27])[CH:26]=3)[CH:20]=2)[C:15](=[O:28])[N:14]([CH3:29])[CH:13]=1)[CH3:32], predict the reactants needed to synthesize it. The reactants are: [CH2:1]([S:3]([C:6]1[CH:7]=[CH:8][C:9]([OH:30])=[C:10]([C:12]2[C:21]3[C:16](=[CH:17][CH:18]=[C:19]([C:22]4[CH:23]=[N:24][N:25]([CH3:27])[CH:26]=4)[CH:20]=3)[C:15](=[O:28])[N:14]([CH3:29])[CH:13]=2)[CH:11]=1)(=[O:5])=[O:4])[CH3:2].[CH2:31](I)[CH3:32].C([O-])([O-])=O.[K+].[K+]. (6) Given the product [Br:22][C:9]1[N:8]=[C:7]([NH:6][C:4]([NH:3][CH2:1][CH3:2])=[O:5])[CH:12]=[CH:11][CH:10]=1, predict the reactants needed to synthesize it. The reactants are: [CH2:1]([NH:3][C:4]([NH:6][C:7]1[CH:12]=[CH:11][C:10](B2OC(C)(C)C(C)(C)O2)=[CH:9][N:8]=1)=[O:5])[CH3:2].[Br:22]C1N=C(N)C=CC=1.C(N=C=O)C. (7) Given the product [C:28]([O:1][C@H:2]1[C@H:11]([O:12][CH2:13][CH2:14][O:15][CH3:16])[C:10]2[CH:9]=[CH:8][N:7]3[C:17]([CH3:21])=[C:18]([CH3:20])[N:19]=[C:6]3[C:5]=2[NH:4][C@@H:3]1[C:22]1[CH:23]=[CH:24][CH:25]=[CH:26][CH:27]=1)(=[O:35])[C:29]1[CH:34]=[CH:33][CH:32]=[CH:31][CH:30]=1, predict the reactants needed to synthesize it. The reactants are: [OH:1][C@H:2]1[C@H:11]([O:12][CH2:13][CH2:14][O:15][CH3:16])[C:10]2[CH:9]=[CH:8][N:7]3[C:17]([CH3:21])=[C:18]([CH3:20])[N:19]=[C:6]3[C:5]=2[NH:4][C@@H:3]1[C:22]1[CH:27]=[CH:26][CH:25]=[CH:24][CH:23]=1.[C:28](Cl)(=[O:35])[C:29]1[CH:34]=[CH:33][CH:32]=[CH:31][CH:30]=1.C(N(CC)CC)C. (8) The reactants are: [C:1]([O:5][P:6]([O:13][CH2:14][CH2:15][NH:16]C(=O)OCC1C=CC=CC=1)([O:8][C:9]([CH3:12])([CH3:11])[CH3:10])=[O:7])([CH3:4])([CH3:3])[CH3:2]. Given the product [P:6]([O:5][C:1]([CH3:4])([CH3:3])[CH3:2])([O:8][C:9]([CH3:10])([CH3:12])[CH3:11])([O:13][CH2:14][CH2:15][NH2:16])=[O:7], predict the reactants needed to synthesize it. (9) The reactants are: Cl[C:2]1[C:11]2[C:6](=[CH:7][C:8]([S:12]([N:15]([CH2:22][C:23]3[CH:28]=[CH:27][C:26]([O:29][CH3:30])=[CH:25][CH:24]=3)[C:16]3[CH:21]=[CH:20][N:19]=[CH:18][N:17]=3)(=[O:14])=[O:13])=[CH:9][CH:10]=2)[CH:5]=[CH:4][N:3]=1.[Cl:31][C:32]1[CH:33]=[CH:34][C:35]([O:41][CH3:42])=[C:36](B(O)O)[CH:37]=1.C(=O)([O-])[O-].[K+].[K+]. Given the product [Cl:31][C:32]1[CH:37]=[CH:36][C:35]([O:41][CH3:42])=[C:34]([C:2]2[C:11]3[C:6](=[CH:7][C:8]([S:12]([N:15]([CH2:22][C:23]4[CH:28]=[CH:27][C:26]([O:29][CH3:30])=[CH:25][CH:24]=4)[C:16]4[CH:21]=[CH:20][N:19]=[CH:18][N:17]=4)(=[O:13])=[O:14])=[CH:9][CH:10]=3)[CH:5]=[CH:4][N:3]=2)[CH:33]=1, predict the reactants needed to synthesize it. (10) Given the product [CH3:8][C@H:6]1[O:7][C@@H:2]([CH3:1])[CH2:3][N:4]([C:9]2[C:14]([CH:15]=[O:16])=[CH:13][C:12]([C:27]3[C:31]([CH3:32])=[CH:30][S:29][CH:28]=3)=[CH:11][N:10]=2)[CH2:5]1, predict the reactants needed to synthesize it. The reactants are: [CH3:1][C@@H:2]1[O:7][C@H:6]([CH3:8])[CH2:5][N:4]([C:9]2[C:14]([CH:15]=[O:16])=[CH:13][C:12](B3OC(C)(C)C(C)(C)O3)=[CH:11][N:10]=2)[CH2:3]1.Br[C:27]1[C:31]([CH3:32])=[CH:30][S:29][CH:28]=1.